Dataset: Merck oncology drug combination screen with 23,052 pairs across 39 cell lines. Task: Regression. Given two drug SMILES strings and cell line genomic features, predict the synergy score measuring deviation from expected non-interaction effect. (1) Drug 1: CC(=O)OC1C(=O)C2(C)C(O)CC3OCC3(OC(C)=O)C2C(OC(=O)c2ccccc2)C2(O)CC(OC(=O)C(O)C(NC(=O)c3ccccc3)c3ccccc3)C(C)=C1C2(C)C. Drug 2: N#Cc1ccc(Cn2cncc2CN2CCN(c3cccc(Cl)c3)C(=O)C2)cc1. Cell line: NCIH1650. Synergy scores: synergy=2.41. (2) Drug 1: COc1cc(C2c3cc4c(cc3C(OC3OC5COC(C)OC5C(O)C3O)C3COC(=O)C23)OCO4)cc(OC)c1O. Drug 2: NC1(c2ccc(-c3nc4ccn5c(=O)[nH]nc5c4cc3-c3ccccc3)cc2)CCC1. Cell line: RPMI7951. Synergy scores: synergy=17.2. (3) Drug 1: COc1cc(C2c3cc4c(cc3C(OC3OC5COC(C)OC5C(O)C3O)C3COC(=O)C23)OCO4)cc(OC)c1O. Drug 2: Cn1c(=O)n(-c2ccc(C(C)(C)C#N)cc2)c2c3cc(-c4cnc5ccccc5c4)ccc3ncc21. Cell line: NCIH520. Synergy scores: synergy=10.0. (4) Drug 1: O=c1[nH]cc(F)c(=O)[nH]1. Drug 2: O=C(CCCCCCC(=O)Nc1ccccc1)NO. Cell line: HCT116. Synergy scores: synergy=-8.74.